This data is from Forward reaction prediction with 1.9M reactions from USPTO patents (1976-2016). The task is: Predict the product of the given reaction. (1) Given the reactants [OH:1][CH2:2][C@H:3]([NH:9][C:10](=[O:16])[C@@H:11]([CH3:15])[CH2:12][CH:13]=[CH2:14])[C:4]1[S:5][CH:6]=[CH:7][CH:8]=1.[CH3:17][C@H:18]([CH2:22][CH:23]=[CH2:24])[C:19](O)=[O:20].CCOC(C)=O.CCCCCC, predict the reaction product. The product is: [CH3:17][C@@H:18]([CH2:22][CH:23]=[CH2:24])[C:19]([O:1][CH2:2][C@@H:3]([NH:9][C:10](=[O:16])[C@@H:11]([CH3:15])[CH2:12][CH:13]=[CH2:14])[C:4]1[S:5][CH:6]=[CH:7][CH:8]=1)=[O:20]. (2) Given the reactants [NH2:1][CH:2]([CH2:32][C:33]1[CH:38]=[CH:37][C:36]([F:39])=[CH:35][CH:34]=1)[C:3]([N:5]1[CH2:10][CH2:9][N:8]([CH:11]([CH2:16][C:17]2[CH:26]=[CH:25][C:24]3[C:19](=[CH:20][CH:21]=[CH:22][CH:23]=3)[CH:18]=2)[C:12]([NH:14][CH3:15])=[O:13])[C:7](=[O:27])[CH:6]1[CH2:28]C1CC1)=[O:4].C(N([CH2:45][CH3:46])CC)C.[C:47](Cl)(=[O:49])[CH3:48].[CH2:51](Cl)Cl, predict the reaction product. The product is: [C:47]([NH:1][CH:2]([CH2:32][C:33]1[CH:38]=[CH:37][C:36]([F:39])=[CH:35][CH:34]=1)[C:3]([N:5]1[CH2:10][CH2:9][N:8]([CH:11]([CH2:16][C:17]2[CH:26]=[CH:25][C:24]3[C:19](=[CH:20][CH:21]=[CH:22][CH:23]=3)[CH:18]=2)[C:12]([NH:14][CH3:15])=[O:13])[C:7](=[O:27])[C:6]1([CH3:28])[CH:46]1[CH2:45][CH2:51]1)=[O:4])(=[O:49])[CH3:48]. (3) Given the reactants [C:1]([O:5][C:6]([N:8]1[CH2:13][CH2:12][N:11]([C:14]2[CH:19]=[CH:18][C:17]([NH2:20])=[CH:16][C:15]=2[F:21])[CH2:10][CH2:9]1)=[O:7])([CH3:4])([CH3:3])[CH3:2].[C:22]1([C:31]2[CH:36]=[CH:35][CH:34]=[CH:33][CH:32]=2)[C:23]([C:28](O)=[O:29])=[CH:24][CH:25]=[CH:26][CH:27]=1.O.ON1C2C=CC=CC=2N=N1.Cl.CN(C)CCCN=C=NCC, predict the reaction product. The product is: [C:1]([O:5][C:6]([N:8]1[CH2:13][CH2:12][N:11]([C:14]2[CH:19]=[CH:18][C:17]([NH:20][C:28]([C:23]3[C:22]([C:31]4[CH:36]=[CH:35][CH:34]=[CH:33][CH:32]=4)=[CH:27][CH:26]=[CH:25][CH:24]=3)=[O:29])=[CH:16][C:15]=2[F:21])[CH2:10][CH2:9]1)=[O:7])([CH3:4])([CH3:2])[CH3:3]. (4) The product is: [C:1]([C:5]1[CH:10]=[CH:9][C:8]([CH:11]2[CH2:12][CH:24]2[C:23]([O:22][CH2:20][CH3:21])=[O:27])=[CH:7][C:6]=1[Cl:13])([CH3:4])([CH3:3])[CH3:2]. Given the reactants [C:1]([C:5]1[CH:10]=[CH:9][C:8]([CH:11]=[CH2:12])=[CH:7][C:6]=1[Cl:13])([CH3:4])([CH3:3])[CH3:2].CN1C=CN=C1.[CH2:20]([O:22][C:23](=[O:27])[CH:24]=[N+]=[N-])[CH3:21], predict the reaction product. (5) The product is: [F:1][C:2]1[CH:10]=[C:9]2[C:5]([C:6](/[CH:30]=[CH:31]/[C:32]3[CH:33]=[CH:34][C:35]([F:38])=[CH:36][CH:37]=3)=[N:7][N:8]2[C:11]([C:18]2[CH:23]=[CH:22][CH:21]=[CH:20][CH:19]=2)([C:24]2[CH:29]=[CH:28][CH:27]=[CH:26][CH:25]=2)[C:12]2[CH:17]=[CH:16][CH:15]=[CH:14][CH:13]=2)=[CH:4][C:3]=1[NH2:39]. Given the reactants [F:1][C:2]1[CH:10]=[C:9]2[C:5]([C:6](/[CH:30]=[CH:31]/[C:32]3[CH:37]=[CH:36][C:35]([F:38])=[CH:34][CH:33]=3)=[N:7][N:8]2[C:11]([C:24]2[CH:29]=[CH:28][CH:27]=[CH:26][CH:25]=2)([C:18]2[CH:23]=[CH:22][CH:21]=[CH:20][CH:19]=2)[C:12]2[CH:17]=[CH:16][CH:15]=[CH:14][CH:13]=2)=[CH:4][C:3]=1[N+:39]([O-])=O.[Cl-].[NH4+], predict the reaction product. (6) Given the reactants [F:1][C:2]1[CH:7]=[CH:6][C:5]([O:8][CH3:9])=[CH:4][C:3]=1[C:10]1[CH:15]=[CH:14][C:13]([C:16](OC)=[O:17])=[CH:12][C:11]=1[CH2:20][CH:21]([CH3:23])[CH3:22].C1COCC1.[H-].[H-].[H-].[H-].[Li+].[Al+3].[OH-].[Na+], predict the reaction product. The product is: [F:1][C:2]1[CH:7]=[CH:6][C:5]([O:8][CH3:9])=[CH:4][C:3]=1[C:10]1[CH:15]=[CH:14][C:13]([CH2:16][OH:17])=[CH:12][C:11]=1[CH2:20][CH:21]([CH3:23])[CH3:22]. (7) The product is: [N+:19]([C:10]1[CH:11]=[N:12][C:13]2[C:18]([C:9]=1[NH:30][CH2:29][CH:26]1[CH2:27][CH2:28][O:23][CH2:24][CH2:25]1)=[CH:17][CH:16]=[CH:15][CH:14]=2)([O-:21])=[O:20]. Given the reactants C(N(CC)CC)C.Cl[C:9]1[C:18]2[C:13](=[CH:14][CH:15]=[CH:16][CH:17]=2)[N:12]=[CH:11][C:10]=1[N+:19]([O-:21])=[O:20].Cl.[O:23]1[CH2:28][CH2:27][CH:26]([CH2:29][NH2:30])[CH2:25][CH2:24]1, predict the reaction product.